From a dataset of Reaction yield outcomes from USPTO patents with 853,638 reactions. Predict the reaction yield, written as a fraction of the theoretical maximum amount of product (1.0 means a 100% yield; for example, 0.34 means a 34% yield). The reactants are [Cl:1][C:2]1[CH:7]=[CH:6][C:5]([S:8]([NH:11][CH2:12][C:13]2[CH:18]=[CH:17][CH:16]=[CH:15][N:14]=2)(=[O:10])=[O:9])=[CH:4][CH:3]=1.Br[CH2:20][C:21]1[CH:26]=[CH:25][C:24]([C:27]#[N:28])=[CH:23][CH:22]=1.C(=O)([O-])[O-].[K+].[K+]. The catalyst is CN(C=O)C.C(Cl)Cl.CCOCC.[I-].[Na+]. The product is [Cl:1][C:2]1[CH:3]=[CH:4][C:5]([S:8]([N:11]([CH2:20][C:21]2[CH:26]=[CH:25][C:24]([C:27]#[N:28])=[CH:23][CH:22]=2)[CH2:12][C:13]2[CH:18]=[CH:17][CH:16]=[CH:15][N:14]=2)(=[O:10])=[O:9])=[CH:6][CH:7]=1. The yield is 0.590.